Dataset: Reaction yield outcomes from USPTO patents with 853,638 reactions. Task: Predict the reaction yield, written as a fraction of the theoretical maximum amount of product (1.0 means a 100% yield; for example, 0.34 means a 34% yield). (1) The reactants are [NH2:1][C@H:2]1[CH2:7][CH2:6][C@H:5]([C:8]([OH:10])=[O:9])[CH2:4][CH2:3]1.C([O-])([O-])=O.[K+].[K+].[CH:17]1[CH:22]=[CH:21][C:20]([CH2:23]Br)=[CH:19][CH:18]=1. The catalyst is CC#N. The product is [CH2:23]([N:1]([C@H:2]1[CH2:7][CH2:6][C@H:5]([C:8]([O:10][CH2:8][C:5]2[CH:6]=[CH:7][CH:2]=[CH:3][CH:4]=2)=[O:9])[CH2:4][CH2:3]1)[CH2:23][C:20]1[CH:21]=[CH:22][CH:17]=[CH:18][CH:19]=1)[C:20]1[CH:21]=[CH:22][CH:17]=[CH:18][CH:19]=1. The yield is 0.990. (2) The reactants are [CH3:1][CH:2]1[CH2:7][CH2:6][N:5]([S:8]([C:11]2[CH:12]=[C:13]([CH:18]=[CH:19][CH:20]=2)[C:14]([NH:16][NH2:17])=[O:15])(=[O:10])=[O:9])[CH2:4][CH2:3]1.[Cl:21][C:22]1[CH:23]=[CH:24][C:25]([OH:31])=[C:26]([C:28](=O)[CH3:29])[CH:27]=1. The catalyst is CO.C(O)(=O)C. The product is [Cl:21][C:22]1[CH:23]=[CH:24][C:25]([OH:31])=[C:26](/[C:28](=[N:17]/[NH:16][C:14](=[O:15])[C:13]2[CH:18]=[CH:19][CH:20]=[C:11]([S:8]([N:5]3[CH2:6][CH2:7][CH:2]([CH3:1])[CH2:3][CH2:4]3)(=[O:10])=[O:9])[CH:12]=2)/[CH3:29])[CH:27]=1. The yield is 0.136. (3) The reactants are C1C=C[NH+]=CC=1.[O-][Cr](Cl)(=O)=O.[C:12]1([CH2:18][CH2:19][CH:20]2[C:24]3[CH:25]=[C:26]([CH2:29][OH:30])[CH:27]=[CH:28][C:23]=3[O:22][CH2:21]2)[CH:17]=[CH:16][CH:15]=[CH:14][CH:13]=1.C(OCC)C. The catalyst is C(Cl)Cl. The product is [C:12]1([CH2:18][CH2:19][CH:20]2[C:24]3[CH:25]=[C:26]([CH:29]=[O:30])[CH:27]=[CH:28][C:23]=3[O:22][CH2:21]2)[CH:13]=[CH:14][CH:15]=[CH:16][CH:17]=1. The yield is 0.670.